This data is from Full USPTO retrosynthesis dataset with 1.9M reactions from patents (1976-2016). The task is: Predict the reactants needed to synthesize the given product. Given the product [N:21]1([CH2:2][CH2:3][CH2:4][O:5][C:6]2[CH:14]=[CH:13][C:12]3[N:11]4[CH2:15][CH2:16][CH2:17][NH:18][C:19](=[O:20])[C:10]4=[CH:9][C:8]=3[CH:7]=2)[CH2:25][CH2:24][CH2:23][CH2:22]1, predict the reactants needed to synthesize it. The reactants are: Cl[CH2:2][CH2:3][CH2:4][O:5][C:6]1[CH:14]=[CH:13][C:12]2[N:11]3[CH2:15][CH2:16][CH2:17][NH:18][C:19](=[O:20])[C:10]3=[CH:9][C:8]=2[CH:7]=1.[NH:21]1[CH2:25][CH2:24][CH2:23][CH2:22]1.C(=O)([O-])[O-].[K+].[K+].